This data is from Forward reaction prediction with 1.9M reactions from USPTO patents (1976-2016). The task is: Predict the product of the given reaction. (1) Given the reactants [CH:1]1([C:7]2[N:12]([C:13]3[CH:18]=[CH:17][C:16]([C:19]([CH3:22])([CH3:21])[CH3:20])=[CH:15][CH:14]=3)[C:11](=[O:23])[CH:10]=[C:9]([OH:24])[N:8]=2)[CH2:6][CH2:5][CH2:4][CH2:3][CH2:2]1.[Cl-].C[Al+]C.CCCCCC.C(C1C=C[C:42]([NH2:43])=CC=1)(C)(C)C.C1(C#N)CCCCC1.C(OCC)(=O)[CH2:55][C:56]([O:58]CC)=[O:57].C[O-:66].[Na+], predict the reaction product. The product is: [CH:1]1([C:7]2[N:12]([C:13]3[CH:18]=[CH:17][C:16]([C:19]([CH3:21])([CH3:20])[CH3:22])=[CH:15][CH:14]=3)[C:11](=[O:23])[C:10]([C:42]([NH:43][CH2:55][C:56]([OH:58])=[O:57])=[O:66])=[C:9]([OH:24])[N:8]=2)[CH2:2][CH2:3][CH2:4][CH2:5][CH2:6]1. (2) Given the reactants [C:1]([O:5][C:6]([N:8]1[CH2:13][CH2:12][N:11]([C:14]2[CH:19]=[CH:18][CH:17]=[C:16]([C:20]3[N:28]4[C:23]([C:24]([NH2:29])=[N:25][CH:26]=[N:27]4)=[C:22](Br)[CH:21]=3)[CH:15]=2)[CH2:10][CH2:9]1)=[O:7])([CH3:4])([CH3:3])[CH3:2].[CH2:31]([N:38]1[CH:46]=[C:45]2[C:40]([CH:41]=[C:42](B3OC(C)(C)C(C)(C)O3)[CH:43]=[CH:44]2)=[N:39]1)[C:32]1[CH:37]=[CH:36][CH:35]=[CH:34][CH:33]=1.C(Cl)Cl.C([O-])([O-])=O.[Na+].[Na+], predict the reaction product. The product is: [C:1]([O:5][C:6]([N:8]1[CH2:13][CH2:12][N:11]([C:14]2[CH:19]=[CH:18][CH:17]=[C:16]([C:20]3[N:28]4[C:23]([C:24]([NH2:29])=[N:25][CH:26]=[N:27]4)=[C:22]([C:42]4[CH:43]=[CH:44][C:45]5[C:40]([CH:41]=4)=[N:39][N:38]([CH2:31][C:32]4[CH:37]=[CH:36][CH:35]=[CH:34][CH:33]=4)[CH:46]=5)[CH:21]=3)[CH:15]=2)[CH2:10][CH2:9]1)=[O:7])([CH3:4])([CH3:3])[CH3:2]. (3) Given the reactants Br[C:2]1[CH:3]=[CH:4][C:5]([O:17][CH2:18][C:19]2[CH:24]=[CH:23][C:22]([F:25])=[C:21]([F:26])[CH:20]=2)=[C:6]([CH:16]=1)[C:7]([NH:9][C:10]1[CH:11]=[N:12][CH:13]=[CH:14][CH:15]=1)=[O:8].CC1(C)C(C)(C)OB([C:35]2[CH:36]=[N:37][N:38](C(OC(C)(C)C)=O)[CH:39]=2)O1.C(=O)([O-])[O-].[Na+].[Na+], predict the reaction product. The product is: [F:26][C:21]1[CH:20]=[C:19]([CH2:18][O:17][C:5]2[CH:4]=[CH:3][C:2]([C:39]3[NH:38][N:37]=[CH:36][CH:35]=3)=[CH:16][C:6]=2[C:7]([NH:9][C:10]2[CH:11]=[N:12][CH:13]=[CH:14][CH:15]=2)=[O:8])[CH:24]=[CH:23][C:22]=1[F:25]. (4) Given the reactants [CH2:1]([N:8]1[C:12]([C:13]([OH:15])=O)=[C:11]([CH3:16])[C:10]([O:17][CH2:18][C@@H:19]([NH:21][C:22]([O:24][C:25]([CH3:28])([CH3:27])[CH3:26])=[O:23])[CH3:20])=[N:9]1)[C:2]1[CH:7]=[CH:6][CH:5]=[CH:4][CH:3]=1.Cl.[NH2:30][C:31]1[CH:36]=[CH:35][C:34]([OH:37])=[CH:33][C:32]=1[OH:38], predict the reaction product. The product is: [CH2:1]([N:8]1[C:12]([C:13](=[O:15])[NH:30][C:31]2[CH:36]=[CH:35][C:34]([OH:37])=[CH:33][C:32]=2[OH:38])=[C:11]([CH3:16])[C:10]([O:17][CH2:18][C@@H:19]([NH:21][C:22](=[O:23])[O:24][C:25]([CH3:26])([CH3:27])[CH3:28])[CH3:20])=[N:9]1)[C:2]1[CH:3]=[CH:4][CH:5]=[CH:6][CH:7]=1. (5) Given the reactants [C:1]([O:5][C:6]([N:8]1[CH2:13][CH2:12][CH:11]([NH:14][CH:15]2[CH2:24][CH2:23][C:22]3[C:17](=[CH:18][C:19]([Br:25])=[CH:20][CH:21]=3)[CH2:16]2)[CH2:10][CH2:9]1)=[O:7])([CH3:4])([CH3:3])[CH3:2].[CH:26](=O)[CH2:27][CH3:28].C(O[BH-](OC(=O)C)OC(=O)C)(=O)C.[Na+], predict the reaction product. The product is: [C:1]([O:5][C:6]([N:8]1[CH2:13][CH2:12][CH:11]([N:14]([CH:15]2[CH2:24][CH2:23][C:22]3[C:17](=[CH:18][C:19]([Br:25])=[CH:20][CH:21]=3)[CH2:16]2)[CH2:26][CH2:27][CH3:28])[CH2:10][CH2:9]1)=[O:7])([CH3:4])([CH3:2])[CH3:3]. (6) Given the reactants [Cl:1][C:2]1[CH:7]=[CH:6][C:5]([C@H:8]2[CH2:13][CH2:12][C@H:11]([C:14]3[C:15](=[O:26])[C:16]4[C:21]([C:22](=[O:25])[C:23]=3Cl)=[CH:20][CH:19]=[CH:18][CH:17]=4)[CH2:10][CH2:9]2)=[CH:4][CH:3]=1.[OH-:27].[K+], predict the reaction product. The product is: [CH:18]1[CH:19]=[CH:20][C:21]2[C:22]([C:23]([OH:27])=[C:14]([C@@H:11]3[CH2:10][CH2:9][C@@H:8]([C:5]4[CH:4]=[CH:3][C:2]([Cl:1])=[CH:7][CH:6]=4)[CH2:13][CH2:12]3)[C:15](=[O:26])[C:16]=2[CH:17]=1)=[O:25].